The task is: Regression. Given two drug SMILES strings and cell line genomic features, predict the synergy score measuring deviation from expected non-interaction effect.. This data is from NCI-60 drug combinations with 297,098 pairs across 59 cell lines. (1) Drug 1: C1=CN(C(=O)N=C1N)C2C(C(C(O2)CO)O)O.Cl. Drug 2: C(CCl)NC(=O)N(CCCl)N=O. Cell line: OVCAR-8. Synergy scores: CSS=30.6, Synergy_ZIP=-0.993, Synergy_Bliss=-0.915, Synergy_Loewe=-14.1, Synergy_HSA=-0.222. (2) Drug 1: CC1=C(C=C(C=C1)NC2=NC=CC(=N2)N(C)C3=CC4=NN(C(=C4C=C3)C)C)S(=O)(=O)N.Cl. Drug 2: CCCCCOC(=O)NC1=NC(=O)N(C=C1F)C2C(C(C(O2)C)O)O. Cell line: CCRF-CEM. Synergy scores: CSS=-2.57, Synergy_ZIP=-1.72, Synergy_Bliss=-2.35, Synergy_Loewe=-2.26, Synergy_HSA=-2.10. (3) Drug 1: C1=C(C(=O)NC(=O)N1)N(CCCl)CCCl. Drug 2: COCCOC1=C(C=C2C(=C1)C(=NC=N2)NC3=CC=CC(=C3)C#C)OCCOC.Cl. Cell line: DU-145. Synergy scores: CSS=50.8, Synergy_ZIP=-0.248, Synergy_Bliss=3.88, Synergy_Loewe=2.80, Synergy_HSA=4.54. (4) Drug 1: CC1=C2C(C(=O)C3(C(CC4C(C3C(C(C2(C)C)(CC1OC(=O)C(C(C5=CC=CC=C5)NC(=O)OC(C)(C)C)O)O)OC(=O)C6=CC=CC=C6)(CO4)OC(=O)C)O)C)O. Drug 2: COCCOC1=C(C=C2C(=C1)C(=NC=N2)NC3=CC=CC(=C3)C#C)OCCOC.Cl. Cell line: SF-295. Synergy scores: CSS=15.7, Synergy_ZIP=-5.44, Synergy_Bliss=-0.989, Synergy_Loewe=-17.3, Synergy_HSA=0.644. (5) Drug 1: CC1=C(C(=CC=C1)Cl)NC(=O)C2=CN=C(S2)NC3=CC(=NC(=N3)C)N4CCN(CC4)CCO. Drug 2: C#CCC(CC1=CN=C2C(=N1)C(=NC(=N2)N)N)C3=CC=C(C=C3)C(=O)NC(CCC(=O)O)C(=O)O. Cell line: MALME-3M. Synergy scores: CSS=8.24, Synergy_ZIP=-3.43, Synergy_Bliss=0.126, Synergy_Loewe=-0.430, Synergy_HSA=1.75. (6) Drug 1: CN1CCC(CC1)COC2=C(C=C3C(=C2)N=CN=C3NC4=C(C=C(C=C4)Br)F)OC. Drug 2: CC12CCC3C(C1CCC2=O)CC(=C)C4=CC(=O)C=CC34C. Cell line: NCI-H522. Synergy scores: CSS=31.4, Synergy_ZIP=-4.33, Synergy_Bliss=0.990, Synergy_Loewe=-5.76, Synergy_HSA=2.17. (7) Drug 1: C1CN1C2=NC(=NC(=N2)N3CC3)N4CC4. Drug 2: CC12CCC3C(C1CCC2OP(=O)(O)O)CCC4=C3C=CC(=C4)OC(=O)N(CCCl)CCCl.[Na+]. Cell line: OVCAR-5. Synergy scores: CSS=46.7, Synergy_ZIP=-7.75, Synergy_Bliss=-1.31, Synergy_Loewe=-0.969, Synergy_HSA=3.25. (8) Drug 1: CC1C(C(=O)NC(C(=O)N2CCCC2C(=O)N(CC(=O)N(C(C(=O)O1)C(C)C)C)C)C(C)C)NC(=O)C3=C4C(=C(C=C3)C)OC5=C(C(=O)C(=C(C5=N4)C(=O)NC6C(OC(=O)C(N(C(=O)CN(C(=O)C7CCCN7C(=O)C(NC6=O)C(C)C)C)C)C(C)C)C)N)C. Drug 2: CC12CCC3C(C1CCC2OP(=O)(O)O)CCC4=C3C=CC(=C4)OC(=O)N(CCCl)CCCl.[Na+]. Cell line: HL-60(TB). Synergy scores: CSS=74.0, Synergy_ZIP=27.5, Synergy_Bliss=30.6, Synergy_Loewe=4.36, Synergy_HSA=21.7. (9) Drug 1: CC(C)NC(=O)C1=CC=C(C=C1)CNNC.Cl. Drug 2: C1CN(P(=O)(OC1)NCCCl)CCCl. Cell line: HS 578T. Synergy scores: CSS=3.81, Synergy_ZIP=-0.705, Synergy_Bliss=-1.23, Synergy_Loewe=0.495, Synergy_HSA=-0.879. (10) Drug 1: CC(CN1CC(=O)NC(=O)C1)N2CC(=O)NC(=O)C2. Drug 2: CCN(CC)CCNC(=O)C1=C(NC(=C1C)C=C2C3=C(C=CC(=C3)F)NC2=O)C. Cell line: COLO 205. Synergy scores: CSS=49.8, Synergy_ZIP=1.90, Synergy_Bliss=2.80, Synergy_Loewe=-0.272, Synergy_HSA=0.0998.